Predict the reaction yield, written as a fraction of the theoretical maximum amount of product (1.0 means a 100% yield; for example, 0.34 means a 34% yield). From a dataset of Reaction yield outcomes from USPTO patents with 853,638 reactions. (1) The reactants are [OH:1][C:2]1[CH:11]=[C:10]2[C:5]([C:6]([O:12][C:13]3[CH:14]=[C:15]4[C:19](=[CH:20][CH:21]=3)[NH:18][CH:17]=[CH:16]4)=[N:7][CH:8]=[N:9]2)=[CH:4][C:3]=1[O:22][CH3:23].[CH3:24][O:25][CH2:26][CH2:27][O:28][CH2:29][CH2:30]O. No catalyst specified. The product is [NH:18]1[C:19]2[C:15](=[CH:14][C:13]([O:12][C:6]3[C:5]4[C:10](=[CH:11][C:2]([O:1][CH2:30][CH2:29][O:28][CH2:27][CH2:26][O:25][CH3:24])=[C:3]([O:22][CH3:23])[CH:4]=4)[N:9]=[CH:8][N:7]=3)=[CH:21][CH:20]=2)[CH:16]=[CH:17]1. The yield is 0.420. (2) The reactants are CC(OC(/N=N/C(OC(C)C)=O)=O)C.C1C=CC(P(C2C=CC=CC=2)C2C=CC=CC=2)=CC=1.[Br:34][C:35]1[C:36]2[O:44][CH:43]=[CH:42][C:37]=2[C:38](=[O:41])[NH:39][CH:40]=1.[N:45]1[C:54]2[C:49](=[CH:50][CH:51]=[CH:52][CH:53]=2)[CH:48]=[CH:47][C:46]=1[CH2:55][CH2:56]O. The catalyst is C1COCC1. The product is [Br:34][C:35]1[C:36]2[O:44][CH:43]=[CH:42][C:37]=2[C:38](=[O:41])[N:39]([CH2:56][CH2:55][C:46]2[CH:47]=[CH:48][C:49]3[C:54](=[CH:53][CH:52]=[CH:51][CH:50]=3)[N:45]=2)[CH:40]=1. The yield is 0.230.